This data is from Forward reaction prediction with 1.9M reactions from USPTO patents (1976-2016). The task is: Predict the product of the given reaction. (1) Given the reactants [CH3:1][N:2]1[C:14]2[CH2:13][CH2:12][CH:11]([CH:15]3[CH2:20][CH2:19][O:18][CH2:17][CH2:16]3)[CH2:10][C:9]=2[C:8]2[C:3]1=[CH:4][CH:5]=[C:6]([C:21](O)=[O:22])[CH:7]=2.CCN([CH:30]([CH3:32])C)C(C)C.CN(C(ON1N=[N:48][C:43]2C=[CH:45][CH:46]=[N:47][C:42]1=2)=[N+](C)C)C.F[P-](F)(F)(F)(F)F.C(NC[C:61](O)=[O:62])C.CN(C=[O:68])C, predict the reaction product. The product is: [CH2:30]([N:48]([CH2:43][C:42]([NH:47][CH:46]1[CH2:45][O:62][CH2:61]1)=[O:68])[C:21]([C:6]1[CH:7]=[C:8]2[C:3](=[CH:4][CH:5]=1)[N:2]([CH3:1])[C:14]1[CH2:13][CH2:12][CH:11]([CH:15]3[CH2:16][CH2:17][O:18][CH2:19][CH2:20]3)[CH2:10][C:9]2=1)=[O:22])[CH3:32]. (2) Given the reactants [OH-].[K+].[Cl:3][C:4]1[CH:5]=[C:6]([N:10]2[C:14]([C:15]3[CH:20]=[CH:19][CH:18]=[C:17]([C:21]([F:24])([F:23])[F:22])[CH:16]=3)=[CH:13][C:12]([C:25]([O:27]CC)=[O:26])=[N:11]2)[CH:7]=[CH:8][CH:9]=1.Cl, predict the reaction product. The product is: [Cl:3][C:4]1[CH:5]=[C:6]([N:10]2[C:14]([C:15]3[CH:20]=[CH:19][CH:18]=[C:17]([C:21]([F:24])([F:23])[F:22])[CH:16]=3)=[CH:13][C:12]([C:25]([OH:27])=[O:26])=[N:11]2)[CH:7]=[CH:8][CH:9]=1. (3) Given the reactants [C:1]1([N:7]2[CH:11]=[CH:10][CH:9]=[N:8]2)[CH:6]=[CH:5][CH:4]=[CH:3][CH:2]=1.C([Li])CCC.[B:17](OC(C)C)([O:22]C(C)C)[O:18]C(C)C.C(O)(=O)C, predict the reaction product. The product is: [C:1]1([N:7]2[C:11]([B:17]([OH:22])[OH:18])=[CH:10][CH:9]=[N:8]2)[CH:2]=[CH:3][CH:4]=[CH:5][CH:6]=1. (4) Given the reactants [Cl:1][C:2]1[N:3]=[C:4]2[NH:12][C@H:11]([C:13]([F:16])([F:15])[F:14])[CH2:10][CH2:9][N:5]2[C:6](=[O:8])[CH:7]=1.C(=O)([O-])[O-].[Cs+].[Cs+].Br.Br[CH2:25][C:26]([C:28]1[CH:33]=[CH:32][N:31]=[CH:30][CH:29]=1)=[O:27], predict the reaction product. The product is: [Cl:1][C:2]1[N:3]=[C:4]2[N:12]([CH2:25][C:26](=[O:27])[C:28]3[CH:33]=[CH:32][N:31]=[CH:30][CH:29]=3)[C@H:11]([C:13]([F:14])([F:15])[F:16])[CH2:10][CH2:9][N:5]2[C:6](=[O:8])[CH:7]=1. (5) The product is: [OH:13][C@@H:14]([C@H:16]1[C:36](=[O:37])[N:18]2[C:19]([C:33]([O:35][CH2:7][O:6][C:5]([N:4]([CH:10]([CH3:12])[CH3:11])[CH:1]([CH3:3])[CH3:2])=[O:9])=[O:34])=[C:20]([S:23]/[CH:24]=[CH:25]/[C:26]3[S:30][CH:29]=[N:28][C:27]=3[CH2:31][OH:32])[C@H:21]([CH3:22])[C@H:17]12)[CH3:15]. Given the reactants [CH:1]([N:4]([CH:10]([CH3:12])[CH3:11])[C:5](=[O:9])[O:6][CH2:7]Cl)([CH3:3])[CH3:2].[OH:13][C@@H:14]([C@H:16]1[C:36](=[O:37])[N:18]2[C:19]([C:33]([O-:35])=[O:34])=[C:20]([S:23]/[CH:24]=[CH:25]/[C:26]3[S:30][CH:29]=[N:28][C:27]=3[CH2:31][OH:32])[C@H:21]([CH3:22])[C@H:17]12)[CH3:15].[Na+], predict the reaction product. (6) Given the reactants [CH2:1]([O:8][C:9]1[CH:10]=[C:11]2[C:16](=[CH:17][CH:18]=1)[C:15](=[O:19])[N:14]([CH2:20][CH:21]([CH3:23])[CH3:22])[C:13]([CH2:24]O)=[C:12]2[C:26]1[CH:31]=[CH:30][CH:29]=[CH:28][C:27]=1[F:32])[C:2]1[CH:7]=[CH:6][CH:5]=[CH:4][CH:3]=1.S(Cl)([Cl:35])=O.C(=O)([O-])O.[Na+], predict the reaction product. The product is: [CH2:1]([O:8][C:9]1[CH:10]=[C:11]2[C:16](=[CH:17][CH:18]=1)[C:15](=[O:19])[N:14]([CH2:20][CH:21]([CH3:23])[CH3:22])[C:13]([CH2:24][Cl:35])=[C:12]2[C:26]1[CH:31]=[CH:30][CH:29]=[CH:28][C:27]=1[F:32])[C:2]1[CH:7]=[CH:6][CH:5]=[CH:4][CH:3]=1. (7) Given the reactants [C:1]([C:4]1[CH:25]=[CH:24][C:7]([O:8][C:9]2[C:17]3[C:12](=[CH:13][CH:14]=[C:15]([F:18])[CH:16]=3)[N:11]([CH2:19][C:20]([OH:22])=[O:21])[C:10]=2[CH3:23])=[CH:6][CH:5]=1)(O)=[O:2].[CH2:26]([NH2:28])[CH3:27].[CH2:29]1COCC1, predict the reaction product. The product is: [CH2:26]([NH:28][C:1]([C:4]1[CH:5]=[CH:6][C:7]([O:8][C:9]2[C:17]3[C:12](=[CH:13][CH:14]=[C:15]([F:18])[CH:16]=3)[N:11]([CH2:19][C:20]([O:22][CH3:29])=[O:21])[C:10]=2[CH3:23])=[CH:24][CH:25]=1)=[O:2])[CH3:27]. (8) Given the reactants [Cl:1][C:2]1[CH:11]=[CH:10][CH:9]=[C:8]2[C:3]=1[CH:4]=[N:5][C:6](N)=[N:7]2.N(OCCC(C)C)=O.C(I)[I:22], predict the reaction product. The product is: [Cl:1][C:2]1[CH:11]=[CH:10][CH:9]=[C:8]2[C:3]=1[CH:4]=[N:5][C:6]([I:22])=[N:7]2. (9) Given the reactants [F:1][C:2]([F:6])([F:5])[CH2:3][OH:4].[H-].[Na+].F[C:10]1[CH:17]=[CH:16][C:15]([CH:18]=[O:19])=[CH:14][C:11]=1[C:12]#[N:13], predict the reaction product. The product is: [CH:18]([C:15]1[CH:16]=[CH:17][C:10]([O:4][CH2:3][C:2]([F:6])([F:5])[F:1])=[C:11]([CH:14]=1)[C:12]#[N:13])=[O:19]. (10) Given the reactants Br.Br[CH2:3][C:4]1[CH:9]=[CH:8][CH:7]=[CH:6][N:5]=1.CCN(C(C)C)C(C)C.[C:19]1([S:25]([O-:27])=[O:26])[CH:24]=[CH:23][CH:22]=[CH:21][CH:20]=1.[Na+], predict the reaction product. The product is: [C:19]1([S:25]([CH2:3][C:4]2[CH:9]=[CH:8][CH:7]=[CH:6][N:5]=2)(=[O:27])=[O:26])[CH:24]=[CH:23][CH:22]=[CH:21][CH:20]=1.